Dataset: Forward reaction prediction with 1.9M reactions from USPTO patents (1976-2016). Task: Predict the product of the given reaction. (1) Given the reactants [Br:1][C:2]1[CH:3]=[N:4][NH:5][C:6]=1[C:7]([F:10])([F:9])[F:8].[CH3:11][C:12]([O:15][C:16](O[C:16]([O:15][C:12]([CH3:14])([CH3:13])[CH3:11])=[O:17])=[O:17])([CH3:14])[CH3:13], predict the reaction product. The product is: [C:12]([O:15][C:16]([N:5]1[C:6]([C:7]([F:10])([F:9])[F:8])=[C:2]([Br:1])[CH:3]=[N:4]1)=[O:17])([CH3:14])([CH3:13])[CH3:11]. (2) Given the reactants [CH3:1][C:2]1[C:3]([C:16]([C:18]2[CH:27]=[CH:26][C:21]([C:22](=[N:24][OH:25])[OH:23])=[CH:20][CH:19]=2)=[O:17])=[CH:4][C:5]2[C:6]([CH3:15])([CH3:14])[CH2:7][CH2:8][C:9]([CH3:13])([CH3:12])[C:10]=2[CH:11]=1.[H-].[Na+].[CH2:30](Br)[C:31]1[CH:36]=[CH:35][CH:34]=[CH:33][CH:32]=1.[NH4+].[Cl-].Cl, predict the reaction product. The product is: [CH2:30]([O:25][N:24]=[C:22]([OH:23])[C:21]1[CH:20]=[CH:19][C:18]([C:16]([C:3]2[C:2]([CH3:1])=[CH:11][C:10]3[C:9]([CH3:12])([CH3:13])[CH2:8][CH2:7][C:6]([CH3:15])([CH3:14])[C:5]=3[CH:4]=2)=[O:17])=[CH:27][CH:26]=1)[C:31]1[CH:36]=[CH:35][CH:34]=[CH:33][CH:32]=1. (3) The product is: [CH2:65]([CH:67]([CH2:79][CH2:80][CH2:81][CH3:82])[CH2:68][CH:69]([N:78]1[C:63]2[CH:62]=[CH:61][S:60][C:59]=2[C:55]2[S:56][CH:57]=[CH:58][C:54]1=2)[CH2:70][CH:71]([CH2:76][CH3:77])[CH2:72][CH2:73][CH2:74][CH3:75])[CH3:66]. Given the reactants CC(C)([O-])C.[Na+].C1(P(C2C=CC=CC=2)C2C=CC3C(=CC=CC=3)C=2C2C3C(=CC=CC=3)C=CC=2P(C2C=CC=CC=2)C2C=CC=CC=2)C=CC=CC=1.Br[C:54]1[CH:58]=[CH:57][S:56][C:55]=1[C:59]1[S:60][CH:61]=[CH:62][C:63]=1Br.[CH2:65]([CH:67]([CH2:79][CH2:80][CH2:81][CH3:82])[CH2:68][CH:69]([NH2:78])[CH2:70][CH:71]([CH2:76][CH3:77])[CH2:72][CH2:73][CH2:74][CH3:75])[CH3:66], predict the reaction product. (4) Given the reactants [Cl:1][C:2]1[CH:3]=[C:4]2C(=C[C:11]=1[OH:12])OC(=O)[CH:6]=[C:5]2[C:14]([F:17])([F:16])[F:15].[CH3:18][Mg]Cl.O.[CH2:22]1[CH2:26][O:25][CH2:24][CH2:23]1, predict the reaction product. The product is: [Cl:1][C:2]1[CH:3]=[C:4]2[C:26](=[CH:22][C:11]=1[OH:12])[O:25][C:24]([CH3:23])([CH3:18])[CH:6]=[C:5]2[C:14]([F:15])([F:16])[F:17]. (5) Given the reactants [CH3:1][O:2][C:3]1[CH:8]=[C:7]([Cl:9])[CH:6]=[CH:5][C:4]=1Br.C([N:18]1[CH2:23][CH2:22][C:21](=O)[CH2:20][CH2:19]1)C1C=CC=CC=1, predict the reaction product. The product is: [ClH:9].[CH3:1][O:2][C:3]1[CH:8]=[C:7]([Cl:9])[CH:6]=[CH:5][C:4]=1[CH:21]1[CH2:22][CH2:23][NH:18][CH2:19][CH2:20]1. (6) Given the reactants Cl.[N:2]1([CH2:8][C:9]([OH:11])=O)[CH2:7][CH2:6][O:5][CH2:4][CH2:3]1.CN(C(ON1N=NC2C=CC=NC1=2)=[N+](C)C)C.F[P-](F)(F)(F)(F)F.[F:36][C:37]1[C:45]2[C:44]([NH2:46])=[CH:43][C:42]([C:47]3[CH:55]=[CH:54][CH:53]=[C:52]4[C:48]=3[CH:49]=[CH:50][NH:51]4)=[CH:41][C:40]=2[NH:39][N:38]=1.CCN(C(C)C)C(C)C, predict the reaction product. The product is: [F:36][C:37]1[C:45]2[C:40](=[CH:41][C:42]([C:47]3[CH:55]=[CH:54][CH:53]=[C:52]4[C:48]=3[CH:49]=[CH:50][NH:51]4)=[CH:43][C:44]=2[NH:46][C:9](=[O:11])[CH2:8][N:2]2[CH2:3][CH2:4][O:5][CH2:6][CH2:7]2)[NH:39][N:38]=1. (7) Given the reactants [Cl:1][C:2]1[S:6][C:5]([C:7]([OH:9])=O)=[CH:4][CH:3]=1.[NH2:10][CH:11]([CH3:16])[C:12]([O:14][CH3:15])=[O:13].CN(C(ON1N=NC2C=CC=CC1=2)=[N+](C)C)C.[B-](F)(F)(F)F.CN1CCOCC1, predict the reaction product. The product is: [Cl:1][C:2]1[S:6][C:5]([C:7]([NH:10][CH:11]([CH3:16])[C:12]([O:14][CH3:15])=[O:13])=[O:9])=[CH:4][CH:3]=1. (8) Given the reactants [Cl:1][C:2]1[CH:3]=[C:4]([CH2:9][O:10][C:11]2[C:23]([F:24])=[CH:22][C:14]([C:15]([O:17]C(C)(C)C)=[O:16])=[C:13]([F:25])[CH:12]=2)[CH:5]=[N:6][C:7]=1[Cl:8].FC(F)(F)C(O)=O, predict the reaction product. The product is: [Cl:1][C:2]1[CH:3]=[C:4]([CH2:9][O:10][C:11]2[C:23]([F:24])=[CH:22][C:14]([C:15]([OH:17])=[O:16])=[C:13]([F:25])[CH:12]=2)[CH:5]=[N:6][C:7]=1[Cl:8].